Task: Predict the reaction yield, written as a fraction of the theoretical maximum amount of product (1.0 means a 100% yield; for example, 0.34 means a 34% yield).. Dataset: Reaction yield outcomes from USPTO patents with 853,638 reactions The reactants are [Cl:1][C:2]1[CH:3]=[N:4][NH:5][C:6](=[O:9])[C:7]=1[Cl:8].C(N(CC)C(C)C)(C)C.[CH3:19][O:20][CH2:21]Br.O. The catalyst is C(Cl)Cl. The product is [Cl:8][C:7]1[C:6](=[O:9])[N:5]([CH2:19][O:20][CH3:21])[N:4]=[CH:3][C:2]=1[Cl:1]. The yield is 0.748.